Task: Predict the product of the given reaction.. Dataset: Forward reaction prediction with 1.9M reactions from USPTO patents (1976-2016) (1) Given the reactants [F:1][C:2]1[CH:3]=[C:4]([CH:22]=[CH:23][C:24]=1[F:25])[CH2:5][C@H:6]1[CH2:11][C@H:10]([C:12]2[O:16][NH:15][C:14](=[O:17])[CH:13]=2)[CH2:9][CH2:8][N:7]1C(OC)=O.Br, predict the reaction product. The product is: [F:1][C:2]1[CH:3]=[C:4]([CH:22]=[CH:23][C:24]=1[F:25])[CH2:5][C@H:6]1[CH2:11][C@H:10]([C:12]2[O:16][NH:15][C:14](=[O:17])[CH:13]=2)[CH2:9][CH2:8][NH:7]1. (2) Given the reactants [Cl:1][C:2]1[CH:7]=[CH:6][C:5]([NH:8][C:9]([C:11]2[CH:16]=[CH:15][C:14]([Cl:17])=[CH:13][C:12]=2[Cl:18])=[NH:10])=[CH:4][CH:3]=1.Cl[C:20](=[CH2:23])[C:21]#[N:22].C(N(CC)C(C)C)(C)C.N#N, predict the reaction product. The product is: [Cl:1][C:2]1[CH:3]=[CH:4][C:5]([N:8]2[CH2:23][CH:20]([C:21]#[N:22])[N:10]=[C:9]2[C:11]2[CH:16]=[CH:15][C:14]([Cl:17])=[CH:13][C:12]=2[Cl:18])=[CH:6][CH:7]=1. (3) The product is: [CH2:4]([C:3]1[N:22]([CH2:23][C:24]2([OH:30])[CH2:29][CH2:28][O:27][CH2:26][CH2:25]2)[C:21]2[C:20]3[N:19]=[CH:18][CH:17]=[CH:16][C:15]=3[N:14]=[CH:13][C:12]=2[N:11]=1)[CH2:5][CH3:6]. Given the reactants CO[C:3](OC)(OC)[CH2:4][CH2:5][CH3:6].[NH2:11][C:12]1[CH:13]=[N:14][C:15]2[C:20]([C:21]=1[NH:22][CH2:23][C:24]1([OH:30])[CH2:29][CH2:28][O:27][CH2:26][CH2:25]1)=[N:19][CH:18]=[CH:17][CH:16]=2, predict the reaction product. (4) Given the reactants C(NC(C)C)(C)C.[OH-].[K+].[Na].C([Li])CCC.[C:16]([O:19][CH2:20][CH3:21])(=[O:18])[CH3:17].[F:22][C:23]1[CH:28]=[CH:27][C:26]([C:29]2[C:37]3[C:32](=[CH:33][CH:34]=[CH:35][CH:36]=3)[N:31]([CH:38]([CH3:40])[CH3:39])[C:30]=2/[CH:41]=[CH:42]/[C:43](N(OC)C)=[O:44])=[CH:25][CH:24]=1.[Cl-].[NH4+], predict the reaction product. The product is: [CH2:20]([O:19][C:16](=[O:18])[CH2:17][C:43](=[O:44])/[CH:42]=[CH:41]/[C:30]1[N:31]([CH:38]([CH3:39])[CH3:40])[C:32]2[C:37]([C:29]=1[C:26]1[CH:25]=[CH:24][C:23]([F:22])=[CH:28][CH:27]=1)=[CH:36][CH:35]=[CH:34][CH:33]=2)[CH3:21]. (5) The product is: [CH2:1]([O:8][C:9]([N:11]([CH3:23])[C:12]([CH2:19][CH3:20])([CH2:17][CH3:18])[C:13]([O:15][CH3:16])=[O:14])=[O:10])[C:2]1[CH:3]=[CH:4][CH:5]=[CH:6][CH:7]=1. Given the reactants [CH2:1]([O:8][C:9]([NH:11][C:12]([CH2:19][CH3:20])([CH2:17][CH3:18])[C:13]([O:15][CH3:16])=[O:14])=[O:10])[C:2]1[CH:7]=[CH:6][CH:5]=[CH:4][CH:3]=1.[H-].[Na+].[CH3:23]I, predict the reaction product. (6) Given the reactants [NH:1]1[C:10]2[C:5](=[CH:6][CH:7]=[CH:8][CH:9]=2)[CH2:4][CH2:3][CH2:2]1.O=[C:12]1[CH2:17][CH2:16][N:15]([C:18]([O:20][C:21]([CH3:24])([CH3:23])[CH3:22])=[O:19])[CH2:14][CH2:13]1.C(O[BH-](OC(=O)C)OC(=O)C)(=O)C.[Na+].C(O)(=O)C, predict the reaction product. The product is: [N:1]1([CH:12]2[CH2:17][CH2:16][N:15]([C:18]([O:20][C:21]([CH3:24])([CH3:23])[CH3:22])=[O:19])[CH2:14][CH2:13]2)[C:10]2[C:5](=[CH:6][CH:7]=[CH:8][CH:9]=2)[CH2:4][CH2:3][CH2:2]1. (7) The product is: [Cl:1][C:2]1[N:3]=[CH:4][C:5]([CH:8]([OH:9])[CH2:10][NH:11][CH2:12][CH2:13][OH:14])=[CH:6][CH:7]=1. Given the reactants [Cl:1][C:2]1[CH:7]=[CH:6][C:5]([CH:8]2[CH2:10][O:9]2)=[CH:4][N:3]=1.[NH2:11][CH2:12][CH2:13][OH:14].CCOC(C)=O.C1COCC1, predict the reaction product. (8) The product is: [CH:1]1([C:6]2[CH:7]=[C:8]([NH:18][C:19](=[O:26])[C:20]3[CH:25]=[CH:24][CH:23]=[N:22][CH:21]=3)[CH:9]=[N:10][C:11]=2[O:12][CH2:13][C:14]([F:15])([F:16])[F:17])[CH2:2][CH2:3][CH2:4][CH2:5]1. Given the reactants [CH:1]1([C:6]2[CH:7]=[C:8]([NH2:18])[CH:9]=[N:10][C:11]=2[O:12][CH2:13][C:14]([F:17])([F:16])[F:15])[CH2:5][CH2:4][CH2:3][CH2:2]1.[C:19](O)(=[O:26])[C:20]1[CH:25]=[CH:24][CH:23]=[N:22][CH:21]=1, predict the reaction product. (9) Given the reactants [F:1][C:2]1[C:3]([C:19]2[CH:24]=[C:23]([F:25])[CH:22]=[CH:21][C:20]=2[O:26][CH3:27])=[C:4]2[CH:10]=[C:9]([C:11]3[CH2:12][CH:13]4[CH2:17][NH:16][CH2:15][CH:14]4[CH:18]=3)[NH:8][C:5]2=[N:6][CH:7]=1.Br[CH2:29][C:30]([O:32][C:33]([CH3:36])([CH3:35])[CH3:34])=[O:31].C(N(CC)CC)C.O, predict the reaction product. The product is: [F:1][C:2]1[C:3]([C:19]2[CH:24]=[C:23]([F:25])[CH:22]=[CH:21][C:20]=2[O:26][CH3:27])=[C:4]2[CH:10]=[C:9]([C:11]3[CH2:12][CH:13]4[CH2:17][N:16]([CH2:29][C:30]([O:32][C:33]([CH3:36])([CH3:35])[CH3:34])=[O:31])[CH2:15][CH:14]4[CH:18]=3)[NH:8][C:5]2=[N:6][CH:7]=1.